Dataset: Full USPTO retrosynthesis dataset with 1.9M reactions from patents (1976-2016). Task: Predict the reactants needed to synthesize the given product. (1) Given the product [Cl:1][C:2]1[C:3]([O:12][C:13]2[CH:18]=[C:17]([O:19][CH2:20][CH2:21][CH3:22])[CH:16]=[CH:15][C:14]=2[CH2:23][CH2:24][CH2:25][O:26][C:36]2[C:37]([CH2:39][C:40]([OH:42])=[O:41])=[CH:38][N:34]([CH2:27][C:28]3[CH:33]=[CH:32][CH:31]=[CH:30][CH:29]=3)[N:35]=2)=[N:4][CH:5]=[C:6]([C:8]([F:11])([F:10])[F:9])[CH:7]=1, predict the reactants needed to synthesize it. The reactants are: [Cl:1][C:2]1[C:3]([O:12][C:13]2[CH:18]=[C:17]([O:19][CH2:20][CH2:21][CH3:22])[CH:16]=[CH:15][C:14]=2[CH2:23][CH2:24][CH2:25][OH:26])=[N:4][CH:5]=[C:6]([C:8]([F:11])([F:10])[F:9])[CH:7]=1.[CH2:27]([N:34]1[CH:38]=[C:37]([CH2:39][C:40]([O:42]C)=[O:41])[C:36](O)=[N:35]1)[C:28]1[CH:33]=[CH:32][CH:31]=[CH:30][CH:29]=1.C(P(CCCC)CCCC)CCC.N(C(N1CCCCC1)=O)=NC(N1CCCCC1)=O.O1CCCC1CO.[OH-].[Na+].Cl. (2) Given the product [S:52]1[C:48]([NH:47][S:44]([N:38]2[CH2:37][CH2:36][C:35]3[C:40](=[CH:41][CH:42]=[CH:43][C:34]=3[C:25]3[CH:26]=[CH:27][C:28]([C:30]([F:33])([F:32])[F:31])=[CH:29][C:24]=3[C:9]3[CH2:14][CH2:13][N:12]([C:15]([O:17][C:18]([CH3:19])([CH3:20])[CH3:21])=[O:16])[CH2:11][CH:10]=3)[CH2:39]2)(=[O:46])=[O:45])=[N:49][CH:50]=[N:51]1, predict the reactants needed to synthesize it. The reactants are: CC1(C)C(C)(C)OB([C:9]2[CH2:14][CH2:13][N:12]([C:15]([O:17][C:18]([CH3:21])([CH3:20])[CH3:19])=[O:16])[CH2:11][CH:10]=2)O1.Br[C:24]1[CH:29]=[C:28]([C:30]([F:33])([F:32])[F:31])[CH:27]=[CH:26][C:25]=1[C:34]1[CH:43]=[CH:42][CH:41]=[C:40]2[C:35]=1[CH2:36][CH2:37][N:38]([S:44]([NH:47][C:48]1[S:52][N:51]=[CH:50][N:49]=1)(=[O:46])=[O:45])[CH2:39]2.P([O-])([O-])([O-])=O.[K+].[K+].[K+]. (3) Given the product [Br:10][C:11]1[C:24]2[C:15](=[N:16][C:17]3[C:22]([C:23]=2[S:9][C:6]2[CH:7]=[CH:8][C:3]([O:2][CH3:1])=[CH:4][CH:5]=2)=[CH:21][CH:20]=[C:19]([O:26][CH3:27])[CH:18]=3)[CH:14]=[CH:13][CH:12]=1, predict the reactants needed to synthesize it. The reactants are: [CH3:1][O:2][C:3]1[CH:8]=[CH:7][C:6]([SH:9])=[CH:5][CH:4]=1.[Br:10][C:11]1[C:24]2[C:15](=[N:16][C:17]3[C:22]([C:23]=2Cl)=[CH:21][CH:20]=[C:19]([O:26][CH3:27])[CH:18]=3)[CH:14]=[CH:13][CH:12]=1.[H-].[Na+]. (4) Given the product [F:35][C:34]([F:37])([F:36])[C:32]([OH:38])=[O:33].[NH2:7][C:8]1[CH:9]=[C:10]2[C:14](=[CH:15][CH:16]=1)[NH:13][C:12](=[O:17])/[C:11]/2=[N:18]\[NH:19][C:20](=[O:30])[CH:21]([C:23]1[CH:24]=[CH:25][C:26]([F:29])=[CH:27][CH:28]=1)[CH3:22], predict the reactants needed to synthesize it. The reactants are: C(OC(=O)[NH:7][C:8]1[CH:9]=[C:10]2[C:14](=[CH:15][CH:16]=1)[NH:13][C:12](=[O:17])/[C:11]/2=[N:18]\[NH:19][C:20](=[O:30])[CH:21]([C:23]1[CH:28]=[CH:27][C:26]([F:29])=[CH:25][CH:24]=1)[CH3:22])(C)(C)C.[C:32]([OH:38])([C:34]([F:37])([F:36])[F:35])=[O:33].ClCCl. (5) Given the product [CH2:16]([O:15][C:13](=[O:14])[C:4]#[C:3][CH2:2][CH2:1][O:5][CH:6]1[CH2:11][CH2:10][CH2:9][CH2:8][O:7]1)[CH3:17], predict the reactants needed to synthesize it. The reactants are: [CH2:1]([O:5][CH:6]1[CH2:11][CH2:10][CH2:9][CH2:8][O:7]1)[CH2:2][C:3]#[CH:4].Cl[C:13]([O:15][CH2:16][CH3:17])=[O:14]. (6) The reactants are: Cl[C:2]1[C:7](Cl)=[N:6][C:5]2=[N:9][O:10][N:11]=[C:4]2[N:3]=1.[C:12]([O:16][C:17](=[O:26])[NH:18][C:19]1[CH:24]=[CH:23][CH:22]=[CH:21][C:20]=1[NH2:25])([CH3:15])([CH3:14])[CH3:13].[C:27]([O:31][C:32]([CH3:35])([CH3:34])[CH3:33])(=[O:30])[NH:28][NH2:29].C1(N)C=CC=CC=1N.C(OC(OC(C)(C)C)=O)(OC(C)(C)C)=O. Given the product [C:32]([O:31][C:27]([NH:28][NH:29][C:2]1[C:7]([NH:25][C:20]2[CH:21]=[CH:22][CH:23]=[CH:24][C:19]=2[NH:18][C:17]([O:16][C:12]([CH3:15])([CH3:13])[CH3:14])=[O:26])=[N:6][C:5]2=[N:9][O:10][N:11]=[C:4]2[N:3]=1)=[O:30])([CH3:35])([CH3:34])[CH3:33].[C:12]([O:16][C:17](=[O:26])[NH:18][C:19]1[CH:24]=[CH:23][CH:22]=[CH:21][C:20]=1[NH2:25])([CH3:15])([CH3:13])[CH3:14], predict the reactants needed to synthesize it. (7) Given the product [CH3:23][O:22][C:19]1[CH:20]=[CH:21][C:16]([CH:12]2[CH2:13][CH2:14][CH2:15][N:10]([C:8]([C:6]3[CH:7]=[C:2]([NH:29][CH3:28])[N:3]=[N:4][CH:5]=3)=[O:9])[CH2:11]2)=[C:17]([C:24]([F:27])([F:26])[F:25])[CH:18]=1, predict the reactants needed to synthesize it. The reactants are: Cl[C:2]1[N:3]=[N:4][CH:5]=[C:6]([C:8]([N:10]2[CH2:15][CH2:14][CH2:13][CH:12]([C:16]3[CH:21]=[CH:20][C:19]([O:22][CH3:23])=[CH:18][C:17]=3[C:24]([F:27])([F:26])[F:25])[CH2:11]2)=[O:9])[CH:7]=1.[CH3:28][NH2:29]. (8) Given the product [Cl:34][C:35]1[N:40]=[C:39]([C:41]2[S:45][C:44]([C:46]([CH3:49])([CH3:48])[CH3:47])=[N:43][C:42]=2[C:50]2[C:51]([F:58])=[C:52]([NH:57][S:66]([C:62]3[CH:63]=[CH:64][CH:65]=[C:60]([F:59])[CH:61]=3)(=[O:68])=[O:67])[CH:53]=[CH:54][C:55]=2[F:56])[CH:38]=[CH:37][N:36]=1, predict the reactants needed to synthesize it. The reactants are: ClC1N=C(C2SC(C(C)C)=NC=2C2C=C(NS(C3C(F)=CC=CC=3F)(=O)=O)C=CC=2)C=CN=1.[Cl:34][C:35]1[N:40]=[C:39]([C:41]2[S:45][C:44]([C:46]([CH3:49])([CH3:48])[CH3:47])=[N:43][C:42]=2[C:50]2[C:51]([F:58])=[C:52]([NH2:57])[CH:53]=[CH:54][C:55]=2[F:56])[CH:38]=[CH:37][N:36]=1.[F:59][C:60]1[CH:61]=[C:62]([S:66](Cl)(=[O:68])=[O:67])[CH:63]=[CH:64][CH:65]=1.